From a dataset of Catalyst prediction with 721,799 reactions and 888 catalyst types from USPTO. Predict which catalyst facilitates the given reaction. (1) Reactant: [C:1]([C:5]1[CH:6]=[C:7]2[C:12](=[C:13]([F:15])[CH:14]=1)[C:11](=[O:16])[N:10]([C:17]1[N:24]=[CH:23][CH:22]=[C:21]([C:25]3[CH:30]=[C:29]([NH:31][C:32]4[CH:37]=[CH:36][C:35]([CH:38]5[CH2:43][CH2:42][N:41]([CH3:44])[CH2:40][CH2:39]5)=[CH:34][N:33]=4)[C:28](=[O:45])[N:27]([CH3:46])[N:26]=3)[C:18]=1[CH:19]=[O:20])[N:9]=[CH:8]2)([CH3:4])([CH3:3])[CH3:2].[BH4-].[Na+]. Product: [C:1]([C:5]1[CH:6]=[C:7]2[C:12](=[C:13]([F:15])[CH:14]=1)[C:11](=[O:16])[N:10]([C:17]1[C:18]([CH2:19][OH:20])=[C:21]([C:25]3[CH:30]=[C:29]([NH:31][C:32]4[CH:37]=[CH:36][C:35]([CH:38]5[CH2:39][CH2:40][N:41]([CH3:44])[CH2:42][CH2:43]5)=[CH:34][N:33]=4)[C:28](=[O:45])[N:27]([CH3:46])[N:26]=3)[CH:22]=[CH:23][N:24]=1)[N:9]=[CH:8]2)([CH3:4])([CH3:2])[CH3:3]. The catalyst class is: 61. (2) Reactant: [Cl:1][C:2]1[CH:3]=[C:4]([C:12]2[S:16][C:15]([C:17]3[C:18]([CH2:31][CH3:32])=[C:19]([CH:28]=[CH:29][CH:30]=3)[CH2:20][N:21]3[CH2:24][CH:23]([C:25]([OH:27])=[O:26])[CH2:22]3)=[N:14][N:13]=2)[CH:5]=[CH:6][C:7]=1[O:8][CH:9]([CH3:11])[CH3:10].[OH:33][S:34]([OH:37])(=[O:36])=[O:35]. Product: [S:34]([O-:37])([OH:36])(=[O:35])=[O:33].[C:25]([CH:23]1[CH2:24][NH+:21]([CH2:20][C:19]2[CH:28]=[CH:29][CH:30]=[C:17]([C:15]3[S:16][C:12]([C:4]4[CH:5]=[CH:6][C:7]([O:8][CH:9]([CH3:10])[CH3:11])=[C:2]([Cl:1])[CH:3]=4)=[N:13][N:14]=3)[C:18]=2[CH2:31][CH3:32])[CH2:22]1)([OH:27])=[O:26]. The catalyst class is: 1. (3) Reactant: [CH3:1][C:2]1[CH:7]=[CH:6][CH:5]=[CH:4][C:3]=1[CH:8]=[CH:9][C:10](=[O:20])[CH:11]=[CH:12][C:13]1[CH:18]=[CH:17][CH:16]=[CH:15][C:14]=1[CH3:19].[CH3:21][NH2:22].O. Product: [CH3:1][C:2]1[CH:7]=[CH:6][CH:5]=[CH:4][C:3]=1[CH:8]1[CH2:9][C:10](=[O:20])[CH2:11][CH:12]([C:13]2[CH:18]=[CH:17][CH:16]=[CH:15][C:14]=2[CH3:19])[N:22]1[CH3:21]. The catalyst class is: 9.